The task is: Predict the reaction yield, written as a fraction of the theoretical maximum amount of product (1.0 means a 100% yield; for example, 0.34 means a 34% yield).. This data is from Reaction yield outcomes from USPTO patents with 853,638 reactions. (1) The reactants are [F:1][C:2]1[C:11]([N+:12]([O-])=O)=[CH:10][CH:9]=[C:8]([F:15])[C:3]=1[C:4]([O:6][CH3:7])=[O:5]. The catalyst is [Pd].CCO. The product is [NH2:12][C:11]1[C:2]([F:1])=[C:3]([C:8]([F:15])=[CH:9][CH:10]=1)[C:4]([O:6][CH3:7])=[O:5]. The yield is 0.990. (2) The reactants are Cl.C(N=C=NCCCN(C)C)C.ON1C2C=CC=CC=2N=N1.[C:23]([O:27][C:28]([NH:30][C@H:31]([CH2:35][C:36]1[CH:41]=[CH:40][C:39]([O:42][CH3:43])=[CH:38][CH:37]=1)[C:32]([OH:34])=O)=[O:29])([CH3:26])([CH3:25])[CH3:24].FC(F)(F)C(O)=O.[CH2:51]([O:58][CH2:59][CH2:60][CH2:61][CH2:62][O:63][C:64]1([C:68]2[CH:73]=[CH:72][CH:71]=[CH:70][C:69]=2[CH3:74])[CH2:67][NH:66][CH2:65]1)[C:52]1[CH:57]=[CH:56][CH:55]=[CH:54][CH:53]=1.C(N(CC)C(C)C)(C)C.[OH-].[Na+]. The catalyst is CN(C)C=O. The product is [CH2:51]([O:58][CH2:59][CH2:60][CH2:61][CH2:62][O:63][C:64]1([C:68]2[CH:73]=[CH:72][CH:71]=[CH:70][C:69]=2[CH3:74])[CH2:67][N:66]([C:32](=[O:34])[C@H:31]([NH:30][C:28](=[O:29])[O:27][C:23]([CH3:24])([CH3:25])[CH3:26])[CH2:35][C:36]2[CH:41]=[CH:40][C:39]([O:42][CH3:43])=[CH:38][CH:37]=2)[CH2:65]1)[C:52]1[CH:57]=[CH:56][CH:55]=[CH:54][CH:53]=1. The yield is 0.530. (3) The reactants are C[O:2][C:3]([C:5]1[CH:14]=[C:13]([O:15][CH2:16][C:17](=[O:30])[NH:18][C:19]2[CH:24]=[CH:23][CH:22]=[CH:21][C:20]=2[CH2:25][C:26]([O:28]C)=[O:27])[C:12]2[C:7](=[CH:8][C:9]([Cl:32])=[CH:10][C:11]=2[Cl:31])[CH:6]=1)=[O:4].[Li+].[OH-]. No catalyst specified. The product is [C:26]([CH2:25][C:20]1[CH:21]=[CH:22][CH:23]=[CH:24][C:19]=1[NH:18][C:17]([CH2:16][O:15][C:13]1[C:12]2[C:7](=[CH:8][C:9]([Cl:32])=[CH:10][C:11]=2[Cl:31])[CH:6]=[C:5]([C:3]([OH:4])=[O:2])[CH:14]=1)=[O:30])([OH:28])=[O:27]. The yield is 0.210. (4) The reactants are [NH:1]1[C:9]2[C:4](=[C:5]([NH:10][C:11]3[C:20]([C:21]4[CH:26]=[C:25](S(C)=O)[N:24]=[C:23]([CH3:30])[N:22]=4)=[N:19][C:18]4[C:13](=[CH:14][CH:15]=[CH:16][CH:17]=4)[N:12]=3)[CH:6]=[CH:7][CH:8]=2)[CH:3]=[N:2]1.[NH3:31]. The catalyst is O1CCOCC1. The product is [NH2:31][C:25]1[N:24]=[C:23]([CH3:30])[N:22]=[C:21]([C:20]2[C:11]([NH:10][C:5]3[CH:6]=[CH:7][CH:8]=[C:9]4[C:4]=3[CH:3]=[N:2][NH:1]4)=[N:12][C:13]3[C:18]([N:19]=2)=[CH:17][CH:16]=[CH:15][CH:14]=3)[CH:26]=1. The yield is 0.313. (5) The reactants are [I:1][C:2]1[CH:7]=[CH:6][C:5]([CH2:8][C:9]([OH:11])=[O:10])=[CH:4][CH:3]=1.Cl.[CH3:13]O. The catalyst is O1CCOCC1. The product is [I:1][C:2]1[CH:3]=[CH:4][C:5]([CH2:8][C:9]([O:11][CH3:13])=[O:10])=[CH:6][CH:7]=1. The yield is 0.980. (6) No catalyst specified. The yield is 0.653. The product is [CH2:2]([N:1]1[C:11]2[C:6](=[CH:7][CH:8]=[CH:9][CH:10]=2)/[C:4](=[N:21]/[NH:20][C:12](=[O:19])[C:13]2[CH:18]=[CH:17][CH:16]=[CH:15][CH:14]=2)/[C:2]1=[O:3])[CH2:4][CH2:6][CH3:7]. The reactants are [NH:1]1[C:11]2[C:6](=[CH:7][CH:8]=[CH:9][CH:10]=2)[C:4](=O)[C:2]1=[O:3].[C:12]([NH:20][NH2:21])(=[O:19])[C:13]1[CH:18]=[CH:17][CH:16]=[CH:15][CH:14]=1.